This data is from Acute oral toxicity (LD50) regression data from Zhu et al.. The task is: Regression/Classification. Given a drug SMILES string, predict its toxicity properties. Task type varies by dataset: regression for continuous values (e.g., LD50, hERG inhibition percentage) or binary classification for toxic/non-toxic outcomes (e.g., AMES mutagenicity, cardiotoxicity, hepatotoxicity). Dataset: ld50_zhu. (1) The molecule is CC(C)COCC(C)O. The rat oral LD50 is 1.49, given as -log10 of the dose in mol/kg body weight (higher means more acutely toxic). (2) The rat oral LD50 is 3.01, given as -log10 of the dose in mol/kg body weight (higher means more acutely toxic). The compound is CCOP(=O)(OCC)SC1CCOC1=O. (3) The drug is CC(C)(COC(N)=O)COC(N)=O. The rat oral LD50 is 1.88, given as -log10 of the dose in mol/kg body weight (higher means more acutely toxic). (4) The compound is CCC(COc1ccc(C(C)(C)C)cc1)OS(=O)Oc1ccccc1C. The rat oral LD50 is 1.37, given as -log10 of the dose in mol/kg body weight (higher means more acutely toxic).